From a dataset of Catalyst prediction with 721,799 reactions and 888 catalyst types from USPTO. Predict which catalyst facilitates the given reaction. (1) Reactant: [C:1]1([CH3:11])[CH:6]=[CH:5][C:4](S(O)(=O)=O)=[CH:3][CH:2]=1. Product: [CH2:11]([C:1]1[CH:6]=[CH:5][CH:4]=[CH:3][C:2]=1[CH2:2][CH:1]([CH3:11])[CH3:6])[CH:4]([CH3:5])[CH3:3]. The catalyst class is: 19. (2) Reactant: [CH3:1][C:2]1[C:3]([N:9]([CH:16]2[C:25]3[N:24]=[CH:23][CH:22]=[CH:21][C:20]=3[CH2:19][CH2:18][CH2:17]2)[CH2:10][CH2:11][CH2:12][CH2:13][NH:14][OH:15])=[N:4][CH:5]=[C:6]([CH3:8])[CH:7]=1.[O-:26][C:27]#[N:28].[Na+].[OH-].[Na+]. Product: [CH3:1][C:2]1[C:3]([N:9]([CH:16]2[C:25]3[N:24]=[CH:23][CH:22]=[CH:21][C:20]=3[CH2:19][CH2:18][CH2:17]2)[CH2:10][CH2:11][CH2:12][CH2:13][N:14]([OH:15])[C:27]([NH2:28])=[O:26])=[N:4][CH:5]=[C:6]([CH3:8])[CH:7]=1. The catalyst class is: 6. (3) The catalyst class is: 14. Reactant: O=[C:2]1[CH2:7][CH2:6][CH2:5][CH2:4][CH:3]1[C:8]([O:10]CC)=O.O.[NH2:14][NH2:15]. Product: [NH:14]1[C:2]2[CH2:7][CH2:6][CH2:5][CH2:4][C:3]=2[C:8](=[O:10])[NH:15]1. (4) Reactant: [CH3:1][C:2]1([CH3:15])[C:11]2[C:6](=[CH:7][C:8]([OH:12])=[CH:9][CH:10]=2)[C:5]([CH3:14])([CH3:13])[CH2:4][O:3]1.S(Cl)([Cl:18])=O.O. Product: [Cl:18][C:9]1[CH:10]=[C:11]2[C:6]([C:5]([CH3:14])([CH3:13])[CH2:4][O:3][C:2]2([CH3:15])[CH3:1])=[CH:7][C:8]=1[OH:12]. The catalyst class is: 4. (5) Reactant: [CH2:1]([O:3][C:4](=[O:27])[CH2:5][C:6]1([C:17]2[CH:22]=[CH:21][C:20]([NH:23][C:24](=[O:26])[CH3:25])=[CH:19][CH:18]=2)[CH:14](O)[C:13]2[C:8](=[CH:9][CH:10]=[CH:11][CH:12]=2)[CH:7]1O)[CH3:2]. Product: [CH2:1]([O:3][C:4](=[O:27])[CH2:5][C:6]1([C:17]2[CH:18]=[CH:19][C:20]([NH:23][C:24](=[O:26])[CH3:25])=[CH:21][CH:22]=2)[CH2:7][C:8]2[C:13](=[CH:12][CH:11]=[CH:10][CH:9]=2)[CH2:14]1)[CH3:2]. The catalyst class is: 285.